From a dataset of Full USPTO retrosynthesis dataset with 1.9M reactions from patents (1976-2016). Predict the reactants needed to synthesize the given product. (1) Given the product [CH3:20][C:18]1([CH3:21])[O:19][C:4]2[CH:5]=[CH:6][C:7]([CH:8]=[O:9])=[CH:10][C:11]=2[O:17]1, predict the reactants needed to synthesize it. The reactants are: C1([C:4]2[CH:11]=[CH:10][C:7]([CH:8]=[O:9])=[CH:6][CH:5]=2)CC1.BrC1C=CC2[O:17][C:18]([CH3:21])([CH3:20])[O:19]C=2C=1.[Li]CCCC.CCCCCC.CN(C=O)C. (2) Given the product [NH2:21][C:20]1[N:31]([C:28]2[CH:29]=[CH:30][C:25]([CH2:24][CH2:23][OH:22])=[CH:26][CH:27]=2)[N:32]=[C:2]2[C:11]3[CH:10]=[CH:9][CH:8]=[CH:7][C:6]=3[N:5]([CH2:12][C:13]3[CH:18]=[CH:17][C:16]([O:42][CH3:40])=[CH:15][CH:14]=3)[C:4](=[O:19])[C:3]=12, predict the reactants needed to synthesize it. The reactants are: Cl[C:2]1[C:11]2[C:6](=[CH:7][CH:8]=[CH:9][CH:10]=2)[N:5]([CH2:12][C:13]2[CH:18]=[CH:17][CH:16]=[CH:15][CH:14]=2)[C:4](=[O:19])[C:3]=1[C:20]#[N:21].[OH:22][CH2:23][CH2:24][C:25]1[CH:30]=[CH:29][C:28]([NH:31][NH2:32])=[CH:27][CH:26]=1.C(N(CC)CC)C.[CH2:40]([OH:42])C. (3) Given the product [CH3:12][N:13]([CH3:17])[CH2:14][CH2:15][O:16][C:2]1[CH:8]=[CH:7][C:6]([N+:9]([O-:11])=[O:10])=[C:4]([NH2:5])[CH:3]=1, predict the reactants needed to synthesize it. The reactants are: F[C:2]1[CH:3]=[C:4]([C:6]([N+:9]([O-:11])=[O:10])=[CH:7][CH:8]=1)[NH2:5].[CH3:12][N:13]([CH3:17])[CH2:14][CH2:15][OH:16].[OH-].[K+]. (4) Given the product [CH3:1][O:2][C:3]1[CH:4]=[C:5]([CH:9]([NH:11][C:26](=[O:27])[CH2:25][CH2:24][C:20]2[CH:21]=[N:22][O:23][C:19]=2[C:16]2[CH:17]=[CH:18][C:13]([Cl:12])=[CH:14][CH:15]=2)[CH3:10])[CH:6]=[CH:7][CH:8]=1, predict the reactants needed to synthesize it. The reactants are: [CH3:1][O:2][C:3]1[CH:4]=[C:5]([CH:9]([NH2:11])[CH3:10])[CH:6]=[CH:7][CH:8]=1.[Cl:12][C:13]1[CH:18]=[CH:17][C:16]([C:19]2[O:23][N:22]=[CH:21][C:20]=2[CH2:24][CH2:25][C:26](O)=[O:27])=[CH:15][CH:14]=1.O.ON1C2C=CC=CC=2N=N1.Cl.C(N=C=NCCCN(C)C)C. (5) Given the product [C:3]([O:7][C:8]([NH:10][C@H:11]1[CH2:12][CH2:13][C@H:14]([O:17][CH3:18])[CH2:15][CH2:16]1)=[O:9])([CH3:6])([CH3:4])[CH3:5], predict the reactants needed to synthesize it. The reactants are: [H-].[Na+].[C:3]([O:7][C:8]([NH:10][C@H:11]1[CH2:16][CH2:15][C@H:14]([OH:17])[CH2:13][CH2:12]1)=[O:9])([CH3:6])([CH3:5])[CH3:4].[CH2:18]1OCCOCCOCCOCCOC1. (6) Given the product [CH3:30][S:31]([N:3]1[CH2:8][CH2:7][CH2:6][C@@H:5]([NH:9][C:10]([NH:12][C:13]2[N:14]=[C:15]3[CH:21]=[CH:20][N:19]([CH2:22][O:23][CH2:24][CH2:25][Si:26]([CH3:29])([CH3:28])[CH3:27])[C:16]3=[N:17][CH:18]=2)=[O:11])[CH2:4]1)(=[O:33])=[O:32], predict the reactants needed to synthesize it. The reactants are: Cl.Cl.[NH:3]1[CH2:8][CH2:7][CH2:6][CH:5]([NH:9][C:10]([NH:12][C:13]2[N:14]=[C:15]3[CH:21]=[CH:20][N:19]([CH2:22][O:23][CH2:24][CH2:25][Si:26]([CH3:29])([CH3:28])[CH3:27])[C:16]3=[N:17][CH:18]=2)=[O:11])[CH2:4]1.[CH3:30][S:31](Cl)(=[O:33])=[O:32]. (7) Given the product [NH2:1][C@@H:2]([C:10]([NH2:12])=[O:11])[CH2:3][C:4]1[CH:9]=[CH:8][CH:7]=[CH:6][CH:5]=1, predict the reactants needed to synthesize it. The reactants are: [NH2:1][C@H:2]([C:10]([NH2:12])=[O:11])[CH2:3][C:4]1[CH:9]=[CH:8][CH:7]=[CH:6][CH:5]=1. (8) Given the product [Cl:38][C:24]1[C:25]([NH:27][C@@H:28]2[C@@H:33]3[CH2:34][C@@H:30]([CH:31]=[CH:32]3)[C@@H:29]2[C:35]([NH2:37])=[O:36])=[N:26][C:21]([NH:19][C:4]2[CH:5]=[CH:6][C:7]3[CH2:13][CH:12]([NH:14][CH2:15][CH2:16][O:17][CH3:18])[CH2:11][CH2:10][CH2:9][C:8]=3[C:3]=2[O:2][CH3:1])=[N:22][CH:23]=1, predict the reactants needed to synthesize it. The reactants are: [CH3:1][O:2][C:3]1[C:8]2[CH2:9][CH2:10][CH2:11][CH:12]([NH:14][CH2:15][CH2:16][O:17][CH3:18])[CH2:13][C:7]=2[CH:6]=[CH:5][C:4]=1[NH2:19].Cl[C:21]1[N:26]=[C:25]([NH:27][C@@H:28]2[C@@H:33]3[CH2:34][C@@H:30]([CH:31]=[CH:32]3)[C@@H:29]2[C:35]([NH2:37])=[O:36])[C:24]([Cl:38])=[CH:23][N:22]=1. (9) Given the product [N:31]1([CH2:36][C:37]([NH:1][C@@H:2]([CH2:20][O:21][CH2:22][C:23]2[CH:24]=[CH:25][C:26]([F:29])=[CH:27][CH:28]=2)[C:3]([NH:5][C:6]2[CH:7]=[CH:8][C:9]([O:12][C:13]3[CH:18]=[CH:17][C:16]([F:19])=[CH:15][CH:14]=3)=[CH:10][CH:11]=2)=[O:4])=[O:38])[CH:35]=[N:34][CH:33]=[N:32]1, predict the reactants needed to synthesize it. The reactants are: [NH2:1][C@@H:2]([CH2:20][O:21][CH2:22][C:23]1[CH:28]=[CH:27][C:26]([F:29])=[CH:25][CH:24]=1)[C:3]([NH:5][C:6]1[CH:11]=[CH:10][C:9]([O:12][C:13]2[CH:18]=[CH:17][C:16]([F:19])=[CH:15][CH:14]=2)=[CH:8][CH:7]=1)=[O:4].Cl.[N:31]1([CH2:36][C:37](O)=[O:38])[CH:35]=[N:34][CH:33]=[N:32]1.